From a dataset of Full USPTO retrosynthesis dataset with 1.9M reactions from patents (1976-2016). Predict the reactants needed to synthesize the given product. Given the product [F:16][C:17]1[CH:18]=[CH:19][C:20]([CH2:23][CH2:24][N:25]([CH3:26])[S:10]([C:9]2[C:5]3[CH2:4][CH2:3][CH:2]([CH3:1])[C:14](=[O:15])[C:6]=3[S:7][CH:8]=2)(=[O:12])=[O:11])=[CH:21][CH:22]=1, predict the reactants needed to synthesize it. The reactants are: [CH3:1][CH:2]1[C:14](=[O:15])[C:6]2[S:7][CH:8]=[C:9]([S:10](Cl)(=[O:12])=[O:11])[C:5]=2[CH2:4][CH2:3]1.[F:16][C:17]1[CH:22]=[CH:21][C:20]([CH2:23][CH2:24][NH:25][CH3:26])=[CH:19][CH:18]=1.